From a dataset of Forward reaction prediction with 1.9M reactions from USPTO patents (1976-2016). Predict the product of the given reaction. (1) Given the reactants C([Si](C)(C)[O:6][CH2:7][CH2:8][CH2:9][CH2:10][CH2:11][CH2:12][CH2:13][CH2:14][CH2:15][N:16]([CH3:39])[C@H:17]1[C@H:21]2[CH2:22][CH2:23][C@@H:18]1[C@H:19]([O:24][C:25](=[O:38])[C:26]([OH:37])([C:32]1[S:33][CH:34]=[CH:35][CH:36]=1)[C:27]1[S:28][CH:29]=[CH:30][CH:31]=1)[CH2:20]2)(C)(C)C.Cl.C([O-])(O)=O.[Na+], predict the reaction product. The product is: [OH:6][CH2:7][CH2:8][CH2:9][CH2:10][CH2:11][CH2:12][CH2:13][CH2:14][CH2:15][N:16]([CH3:39])[C@H:17]1[C@H:21]2[CH2:22][CH2:23][C@@H:18]1[C@H:19]([O:24][C:25](=[O:38])[C:26]([OH:37])([C:32]1[S:33][CH:34]=[CH:35][CH:36]=1)[C:27]1[S:28][CH:29]=[CH:30][CH:31]=1)[CH2:20]2. (2) The product is: [CH2:1]([O:3][C:4](=[O:42])[CH:5]([O:7][P:8]([CH2:17][C:18]([CH3:41])=[CH:19][CH2:20][C:21]1[C:22]([OH:34])=[C:23]2[C:27](=[C:28]([CH3:32])[C:29]=1[O:30][CH3:31])[CH2:26][O:25][C:24]2=[O:33])([O:10][C:11]1[CH:16]=[CH:15][CH:14]=[CH:13][CH:12]=1)=[O:9])[CH3:6])[CH3:2]. Given the reactants [CH2:1]([O:3][C:4](=[O:42])[CH:5]([O:7][P:8]([CH2:17][C:18]([CH3:41])=[CH:19][CH2:20][C:21]1[C:22]([O:34]CC[Si](C)(C)C)=[C:23]2[C:27](=[C:28]([CH3:32])[C:29]=1[O:30][CH3:31])[CH2:26][O:25][C:24]2=[O:33])([O:10][C:11]1[CH:16]=[CH:15][CH:14]=[CH:13][CH:12]=1)=[O:9])[CH3:6])[CH3:2].C(O)(C(F)(F)F)=O, predict the reaction product. (3) The product is: [C@@H:3]1([N:2]([CH3:1])[C:50]2[N:49]=[CH:48][N:47]=[C:46]3[C:51]=2[N:52]=[CH:53][N:45]3[C@H:37]2[C@@H:38]3[O:39][C:40]([CH3:44])([CH3:43])[O:41][C@@H:42]3[C@@H:35]([CH2:34][OH:33])[O:36]2)[C:11]2[C:6](=[CH:7][CH:8]=[CH:9][CH:10]=2)[CH2:5][CH2:4]1. Given the reactants [CH3:1][NH:2][C@@H:3]1[C:11]2[C:6](=[CH:7][CH:8]=[CH:9][CH:10]=2)[CH2:5][CH2:4]1.C(NS(=O)(=O)[O:33][CH2:34][C@@H:35]1[C@@H:42]2[C@@H:38]([O:39][C:40]([CH3:44])([CH3:43])[O:41]2)[C@H:37]([N:45]2[CH:53]=[N:52][C:51]3[C:46]2=[N:47][CH:48]=[N:49][C:50]=3Cl)[O:36]1)(C1C=CC=CC=1)(C1C=CC=CC=1)C1C=CC=CC=1.CCN(C(C)C)C(C)C, predict the reaction product. (4) Given the reactants [C:1]([O:5][C:6]([NH:8][C:9]1([C:54]([O:56]CC)=[O:55])[CH2:11][CH:10]1/[CH:12]=[CH:13]/[C:14]1[C:15]([CH3:53])([CH3:52])[C@H:16]2[C@:29]([CH3:32])([CH2:30][CH:31]=1)[C@@H:28]1[C@:19]([CH3:51])([C@@:20]3([CH3:50])[C@H:25]([CH2:26][CH2:27]1)[C@H:24]1[C@H:33]([C:36]([CH3:38])=[CH2:37])[CH2:34][CH2:35][C@:23]1([NH:39][CH2:40][CH2:41][N:42]1[CH2:47][CH2:46][S:45](=[O:49])(=[O:48])[CH2:44][CH2:43]1)[CH2:22][CH2:21]3)[CH2:18][CH2:17]2)=[O:7])([CH3:4])([CH3:3])[CH3:2].[OH-].[Na+], predict the reaction product. The product is: [C:1]([O:5][C:6]([NH:8][C:9]1([C:54]([OH:56])=[O:55])[CH2:11][CH:10]1/[CH:12]=[CH:13]/[C:14]1[C:15]([CH3:53])([CH3:52])[C@H:16]2[C@:29]([CH3:32])([CH2:30][CH:31]=1)[C@@H:28]1[C@:19]([CH3:51])([C@@:20]3([CH3:50])[C@H:25]([CH2:26][CH2:27]1)[C@H:24]1[C@H:33]([C:36]([CH3:38])=[CH2:37])[CH2:34][CH2:35][C@:23]1([NH:39][CH2:40][CH2:41][N:42]1[CH2:47][CH2:46][S:45](=[O:49])(=[O:48])[CH2:44][CH2:43]1)[CH2:22][CH2:21]3)[CH2:18][CH2:17]2)=[O:7])([CH3:2])([CH3:3])[CH3:4]. (5) Given the reactants [CH3:1][O:2][C:3]1[C:8]([O:9][CH3:10])=[CH:7][CH:6]=[CH:5][C:4]=1[C:11]1[CH:16]=[CH:15][N:14]=[CH:13][C:12]=1[NH:17][CH3:18].[F:19][C:20]([F:35])([F:34])[C:21]1[CH:22]=[C:23]([CH:27]=[C:28]([C:30]([F:33])([F:32])[F:31])[CH:29]=1)[C:24](Cl)=[O:25], predict the reaction product. The product is: [CH3:1][O:2][C:3]1[C:8]([O:9][CH3:10])=[CH:7][CH:6]=[CH:5][C:4]=1[C:11]1[CH:16]=[CH:15][N:14]=[CH:13][C:12]=1[N:17]([CH3:18])[C:24](=[O:25])[C:23]1[CH:22]=[C:21]([C:20]([F:35])([F:34])[F:19])[CH:29]=[C:28]([C:30]([F:33])([F:32])[F:31])[CH:27]=1. (6) Given the reactants [OH:1][C:2]1[C:7]([N+:8]([O-:10])=[O:9])=[CH:6][CH:5]=[CH:4][C:3]=1[C:11](=[O:13])[CH3:12].[F:14][C:15]([F:26])([F:25])[C:16]1[CH:17]=[C:18]([CH:22]=[CH:23][CH:24]=1)[C:19](Cl)=O.C1CCN2C(=NCCC2)CC1, predict the reaction product. The product is: [N+:8]([C:7]1[CH:6]=[CH:5][CH:4]=[C:3]2[C:2]=1[O:1][C:19]([C:18]1[CH:22]=[CH:23][CH:24]=[C:16]([C:15]([F:14])([F:25])[F:26])[CH:17]=1)=[CH:12][C:11]2=[O:13])([O-:10])=[O:9]. (7) Given the reactants [CH3:1][C:2]([C@H:4]1[C@@H:8]2[C@@H:9]3[C@@:22]([CH3:25])([CH2:23][CH2:24][C@@:7]2([CH2:31][OH:32])[CH2:6][CH2:5]1)[C@@:21]1([CH3:26])[C@@H:12]([C@:13]2([CH3:30])[C@@H:18]([CH2:19][CH2:20]1)[C:17]([CH3:28])([CH3:27])[C@@H:16]([OH:29])[CH2:15][CH2:14]2)[CH2:11][CH2:10]3)=[CH2:3].[C:33](O[C:33](=[O:40])[C:34]1[CH:39]=[CH:38][CH:37]=[CH:36][CH:35]=1)(=[O:40])[C:34]1[CH:39]=[CH:38][CH:37]=[CH:36][CH:35]=1, predict the reaction product. The product is: [C:33]([O:32][CH2:31][C@:7]12[CH2:6][CH2:5][C@@H:4]([C:2]([CH3:1])=[CH2:3])[C@@H:8]1[C@@H:9]1[C@@:22]([CH3:25])([CH2:23][CH2:24]2)[C@@:21]2([CH3:26])[C@@H:12]([C@:13]3([CH3:30])[C@@H:18]([CH2:19][CH2:20]2)[C:17]([CH3:28])([CH3:27])[C@@H:16]([OH:29])[CH2:15][CH2:14]3)[CH2:11][CH2:10]1)(=[O:40])[C:34]1[CH:39]=[CH:38][CH:37]=[CH:36][CH:35]=1. (8) Given the reactants [N+:1]([C:4]1[N:9]=[C:8]([C:10]2[CH2:15][CH2:14][N:13](C([O-])=O)[CH2:12][CH:11]=2)[CH:7]=[CH:6][CH:5]=1)([O-:3])=[O:2].FC(F)(F)C(O)=O, predict the reaction product. The product is: [N+:1]([C:4]1[N:9]=[C:8]([C:10]2[CH2:15][CH2:14][NH:13][CH2:12][CH:11]=2)[CH:7]=[CH:6][CH:5]=1)([O-:3])=[O:2]. (9) The product is: [C:17]1(/[C:10](/[C:8]#[C:7][C:1]2[CH:6]=[CH:5][CH:4]=[CH:3][CH:2]=2)=[CH:11]/[C:12]([O:14][CH2:15][CH3:16])=[O:13])[CH:22]=[CH:21][CH:20]=[CH:19][CH:18]=1. Given the reactants [C:1]1([C:7]#[CH:8])[CH:6]=[CH:5][CH:4]=[CH:3][CH:2]=1.I/[C:10](/[C:17]1[CH:22]=[CH:21][CH:20]=[CH:19][CH:18]=1)=[CH:11]\[C:12]([O:14][CH2:15][CH3:16])=[O:13], predict the reaction product. (10) Given the reactants [CH3:1][O:2][C:3](=[O:18])[C:4]1[C:9]([O:10][CH3:11])=[C:8]([C:12]([CH3:15])([CH3:14])[CH3:13])[CH:7]=[C:6](Br)[C:5]=1[CH3:17].[Cu](C#N)[C:20]#[N:21], predict the reaction product. The product is: [CH3:1][O:2][C:3](=[O:18])[C:4]1[C:5]([CH3:17])=[C:6]([C:20]#[N:21])[CH:7]=[C:8]([C:12]([CH3:15])([CH3:14])[CH3:13])[C:9]=1[O:10][CH3:11].